This data is from Reaction yield outcomes from USPTO patents with 853,638 reactions. The task is: Predict the reaction yield, written as a fraction of the theoretical maximum amount of product (1.0 means a 100% yield; for example, 0.34 means a 34% yield). (1) The catalyst is C(Cl)Cl. The product is [CH:19]([O:18][C:16]1[CH:17]=[C:12]([C:9]2[N:5]3[CH:6]=[CH:7][CH:8]=[C:3]([CH2:2][NH:1][C:64](=[O:67])[C:65]#[CH:66])[C:4]3=[N:11][CH:10]=2)[CH:13]=[C:14]([NH:22][C:23]([NH:25][CH2:26][C:27]([F:29])([F:30])[F:28])=[O:24])[CH:15]=1)([CH3:21])[CH3:20]. The yield is 0.650. The reactants are [NH2:1][CH2:2][C:3]1[C:4]2[N:5]([C:9]([C:12]3[CH:13]=[C:14]([NH:22][C:23]([NH:25][CH2:26][C:27]([F:30])([F:29])[F:28])=[O:24])[CH:15]=[C:16]([O:18][CH:19]([CH3:21])[CH3:20])[CH:17]=3)=[CH:10][N:11]=2)[CH:6]=[CH:7][CH:8]=1.CCN(C(C)C)C(C)C.CN(C(ON1N=NC2C=CC=NC1=2)=[N+](C)C)C.F[P-](F)(F)(F)(F)F.[C:64](O)(=[O:67])[C:65]#[CH:66]. (2) The reactants are [F:1][C:2]1[CH:7]=[CH:6][CH:5]=[C:4]([F:8])[C:3]=1[N:9]1[C:14]2[N:15]=[C:16](S(C)=O)[N:17]=[C:18]([C:19]3[CH:20]=[C:21]([CH:28]=[CH:29][C:30]=3[CH3:31])[C:22]([NH:24][CH:25]([CH3:27])[CH3:26])=[O:23])[C:13]=2[CH2:12][NH:11][C:10]1=[O:35].[CH3:36][C:37]([NH:40][CH2:41][CH2:42][CH2:43][NH2:44])([CH3:39])[CH3:38]. The catalyst is C1COCC1. The product is [F:1][C:2]1[CH:7]=[CH:6][CH:5]=[C:4]([F:8])[C:3]=1[N:9]1[C:14]2[N:15]=[C:16]([NH:44][CH2:43][CH2:42][CH2:41][NH:40][C:37]([CH3:39])([CH3:38])[CH3:36])[N:17]=[C:18]([C:19]3[CH:20]=[C:21]([CH:28]=[CH:29][C:30]=3[CH3:31])[C:22]([NH:24][CH:25]([CH3:27])[CH3:26])=[O:23])[C:13]=2[CH2:12][NH:11][C:10]1=[O:35]. The yield is 0.750.